From a dataset of Forward reaction prediction with 1.9M reactions from USPTO patents (1976-2016). Predict the product of the given reaction. (1) Given the reactants N#N.Br[C:4]1[CH:5]=[C:6]([C:10]2([CH3:15])[O:14][CH2:13][CH2:12][O:11]2)[CH:7]=[CH:8][CH:9]=1.[Li]CCCC.CN([CH:24]=[O:25])C.[NH4+].[Cl-], predict the reaction product. The product is: [CH3:15][C:10]1([C:6]2[CH:5]=[C:4]([CH:9]=[CH:8][CH:7]=2)[CH:24]=[O:25])[O:14][CH2:13][CH2:12][O:11]1. (2) Given the reactants [OH-:1].[K+].[CH2:3]([OH:5])[CH3:4].C(C1[CH:13]=[CH:12][N:11]=[C:10]([CH:14]([CH3:16])[CH3:15])[CH:9]=1)#N.O, predict the reaction product. The product is: [CH:14]([C:10]1[CH:9]=[C:4]([CH:13]=[CH:12][N:11]=1)[C:3]([OH:1])=[O:5])([CH3:16])[CH3:15].